From a dataset of Reaction yield outcomes from USPTO patents with 853,638 reactions. Predict the reaction yield, written as a fraction of the theoretical maximum amount of product (1.0 means a 100% yield; for example, 0.34 means a 34% yield). (1) The reactants are [H-].[Na+].[Br:3][C:4]1[CH:10]=[C:9]([F:11])[C:7]([NH2:8])=[C:6]([F:12])[CH:5]=1.[CH2:13]([O:20][C:21]1[CH:30]=[C:29]2[C:24]([C:25](Cl)=[N:26][CH:27]=[N:28]2)=[CH:23][C:22]=1[O:32][CH3:33])[C:14]1[CH:19]=[CH:18][CH:17]=[CH:16][CH:15]=1. The catalyst is CN(C=O)C. The product is [CH2:13]([O:20][C:21]1[CH:30]=[C:29]2[C:24]([C:25]([NH:8][C:7]3[C:9]([F:11])=[CH:10][C:4]([Br:3])=[CH:5][C:6]=3[F:12])=[N:26][CH:27]=[N:28]2)=[CH:23][C:22]=1[O:32][CH3:33])[C:14]1[CH:15]=[CH:16][CH:17]=[CH:18][CH:19]=1. The yield is 0.620. (2) The reactants are [CH2:1]1[C:6](=O)N(OC(ON2C(=O)CCC2=O)=O)C(=O)[CH2:2]1.[CH3:19]CN(CC)CC.[O:26]1[CH2:30][CH2:29][C@H:28]([O:31][C:32](=[O:41])[O:33][N:34]2[C:38](=[O:39])[CH2:37][CH2:36][C:35]2=[O:40])[CH2:27]1. The catalyst is CC#N. The product is [O:26]1[C:27]2([CH2:6][CH2:1][CH2:2][CH:28]2[O:31][C:32](=[O:41])[O:33][N:34]2[C:35](=[O:40])[CH2:36][CH2:37][C:38]2=[O:39])[CH2:19][CH2:29][CH2:30]1. The yield is 0.400. (3) The reactants are C(OC(=O)[NH:10][CH2:11][CH2:12][CH2:13][CH2:14][CH2:15][C:16]([N:18]1[CH2:22][CH:21]([OH:23])[CH2:20][CH:19]1[CH:24]([C:43]1[CH:48]=[CH:47][CH:46]=[CH:45][CH:44]=1)[O:25][CH:26]([C:35]1[CH:40]=[CH:39][C:38]([O:41][CH3:42])=[CH:37][CH:36]=1)[C:27]1[CH:32]=[CH:31][C:30]([O:33][CH3:34])=[CH:29][CH:28]=1)=[O:17])C1C=CC=CC=1. The catalyst is C(OCC)(=O)C. The product is [NH2:10][CH2:11][CH2:12][CH2:13][CH2:14][CH2:15][C:16]([N:18]1[CH2:22][CH:21]([OH:23])[CH2:20][CH:19]1[CH:24]([C:43]1[CH:48]=[CH:47][CH:46]=[CH:45][CH:44]=1)[O:25][CH:26]([C:35]1[CH:40]=[CH:39][C:38]([O:41][CH3:42])=[CH:37][CH:36]=1)[C:27]1[CH:32]=[CH:31][C:30]([O:33][CH3:34])=[CH:29][CH:28]=1)=[O:17]. The yield is 0.910. (4) The reactants are [CH3:1][CH:2]([CH:9]([CH:21]([CH:23]([CH2:25][OH:26])[OH:24])[OH:22])[CH2:10][CH2:11][CH2:12][CH2:13][CH2:14][CH2:15][CH2:16][CH2:17][CH2:18][CH2:19][CH3:20])[CH2:3][CH2:4][CH2:5][CH2:6][CH2:7][CH3:8].[C:27]1([C:33]([C:41]2[CH:46]=[CH:45][CH:44]=[CH:43][CH:42]=2)([C:35]2[CH:40]=[CH:39][CH:38]=[CH:37][CH:36]=2)Cl)[CH:32]=[CH:31][CH:30]=[CH:29][CH:28]=1.C(N(CC)CC)C. The catalyst is C1COCC1.C(#N)C. The product is [CH3:1][CH:2]([CH:9]([C@@H:21]([CH:23]([CH2:25][O:26][C:33]([C:27]1[CH:32]=[CH:31][CH:30]=[CH:29][CH:28]=1)([C:41]1[CH:42]=[CH:43][CH:44]=[CH:45][CH:46]=1)[C:35]1[CH:36]=[CH:37][CH:38]=[CH:39][CH:40]=1)[OH:24])[OH:22])[CH2:10][CH2:11][CH2:12][CH2:13][CH2:14][CH2:15][CH2:16][CH2:17][CH2:18][CH2:19][CH3:20])[CH2:3][CH2:4][CH2:5][CH2:6][CH2:7][CH3:8]. The yield is 0.927.